This data is from NCI-60 drug combinations with 297,098 pairs across 59 cell lines. The task is: Regression. Given two drug SMILES strings and cell line genomic features, predict the synergy score measuring deviation from expected non-interaction effect. (1) Drug 1: C1CCN(CC1)CCOC2=CC=C(C=C2)C(=O)C3=C(SC4=C3C=CC(=C4)O)C5=CC=C(C=C5)O. Drug 2: CN1C2=C(C=C(C=C2)N(CCCl)CCCl)N=C1CCCC(=O)O.Cl. Cell line: UACC-257. Synergy scores: CSS=-3.66, Synergy_ZIP=4.13, Synergy_Bliss=4.27, Synergy_Loewe=-1.02, Synergy_HSA=-1.05. (2) Drug 1: CCN(CC)CCCC(C)NC1=C2C=C(C=CC2=NC3=C1C=CC(=C3)Cl)OC. Drug 2: CC1C(C(CC(O1)OC2CC(CC3=C2C(=C4C(=C3O)C(=O)C5=C(C4=O)C(=CC=C5)OC)O)(C(=O)CO)O)N)O.Cl. Cell line: COLO 205. Synergy scores: CSS=57.9, Synergy_ZIP=-8.25, Synergy_Bliss=-11.2, Synergy_Loewe=-10.3, Synergy_HSA=-6.42. (3) Drug 1: CC12CCC3C(C1CCC2=O)CC(=C)C4=CC(=O)C=CC34C. Drug 2: CC1=CC2C(CCC3(C2CCC3(C(=O)C)OC(=O)C)C)C4(C1=CC(=O)CC4)C. Cell line: M14. Synergy scores: CSS=23.0, Synergy_ZIP=2.85, Synergy_Bliss=3.88, Synergy_Loewe=-27.6, Synergy_HSA=1.65. (4) Drug 1: C1C(C(OC1N2C=NC3=C(N=C(N=C32)Cl)N)CO)O. Drug 2: CC=C1C(=O)NC(C(=O)OC2CC(=O)NC(C(=O)NC(CSSCCC=C2)C(=O)N1)C(C)C)C(C)C. Cell line: RPMI-8226. Synergy scores: CSS=44.5, Synergy_ZIP=-7.45, Synergy_Bliss=-5.66, Synergy_Loewe=-7.73, Synergy_HSA=-3.45. (5) Drug 1: C1C(C(OC1N2C=C(C(=O)NC2=O)F)CO)O. Drug 2: C#CCC(CC1=CN=C2C(=N1)C(=NC(=N2)N)N)C3=CC=C(C=C3)C(=O)NC(CCC(=O)O)C(=O)O. Cell line: SF-268. Synergy scores: CSS=36.1, Synergy_ZIP=-7.25, Synergy_Bliss=-3.87, Synergy_Loewe=-2.30, Synergy_HSA=1.57. (6) Drug 1: C1=C(C(=O)NC(=O)N1)N(CCCl)CCCl. Drug 2: C1=CC=C(C=C1)NC(=O)CCCCCCC(=O)NO. Cell line: BT-549. Synergy scores: CSS=36.3, Synergy_ZIP=5.71, Synergy_Bliss=7.46, Synergy_Loewe=5.69, Synergy_HSA=7.53. (7) Synergy scores: CSS=1.22, Synergy_ZIP=-3.92, Synergy_Bliss=-2.31, Synergy_Loewe=-23.0, Synergy_HSA=-4.44. Drug 1: C1=NC2=C(N=C(N=C2N1C3C(C(C(O3)CO)O)O)F)N. Drug 2: C1CN(P(=O)(OC1)NCCCl)CCCl. Cell line: CAKI-1. (8) Drug 1: COC1=C2C(=CC3=C1OC=C3)C=CC(=O)O2. Drug 2: C(CN)CNCCSP(=O)(O)O. Cell line: HT29. Synergy scores: CSS=34.5, Synergy_ZIP=15.7, Synergy_Bliss=17.7, Synergy_Loewe=-8.69, Synergy_HSA=13.6. (9) Drug 1: CC1=C(C=C(C=C1)NC2=NC=CC(=N2)N(C)C3=CC4=NN(C(=C4C=C3)C)C)S(=O)(=O)N.Cl. Drug 2: CCC1=C2CN3C(=CC4=C(C3=O)COC(=O)C4(CC)O)C2=NC5=C1C=C(C=C5)O. Cell line: NCI-H226. Synergy scores: CSS=32.0, Synergy_ZIP=-0.989, Synergy_Bliss=1.71, Synergy_Loewe=2.85, Synergy_HSA=4.49. (10) Drug 1: CNC(=O)C1=NC=CC(=C1)OC2=CC=C(C=C2)NC(=O)NC3=CC(=C(C=C3)Cl)C(F)(F)F. Drug 2: CCN(CC)CCCC(C)NC1=C2C=C(C=CC2=NC3=C1C=CC(=C3)Cl)OC. Cell line: 786-0. Synergy scores: CSS=35.0, Synergy_ZIP=-2.04, Synergy_Bliss=-0.820, Synergy_Loewe=-40.6, Synergy_HSA=-1.90.